This data is from Experimental lipophilicity measurements (octanol/water distribution) for 4,200 compounds from AstraZeneca. The task is: Regression/Classification. Given a drug SMILES string, predict its absorption, distribution, metabolism, or excretion properties. Task type varies by dataset: regression for continuous measurements (e.g., permeability, clearance, half-life) or binary classification for categorical outcomes (e.g., BBB penetration, CYP inhibition). For this dataset (lipophilicity_astrazeneca), we predict Y. (1) The compound is Cc1cn([C@H]2CCCN(S(=O)(=O)c3ccc(C(N)=O)c(Oc4cccc(Cl)c4)c3)C2)c(=O)[nH]c1=O. The Y is 1.96 logD. (2) The drug is CCOC(=O)c1ccc(OCC2CCN(c3ccc(C)nn3)C2)cc1. The Y is 3.44 logD. (3) The molecule is Cc1nc2ccc(-c3ccc(Cl)cc3)cc2c(=O)n1C[C@H]1CCCN(C(C)C)C1. The Y is 3.30 logD. (4) The compound is CCCCCc1ccc(-c2nnc(N)s2)cc1. The Y is 4.13 logD.